This data is from Reaction yield outcomes from USPTO patents with 853,638 reactions. The task is: Predict the reaction yield, written as a fraction of the theoretical maximum amount of product (1.0 means a 100% yield; for example, 0.34 means a 34% yield). (1) The reactants are [N:1]([CH2:4][C:5]([C:13]1[CH:18]=[CH:17][C:16]([F:19])=[CH:15][C:14]=1[F:20])([OH:12])[CH2:6][N:7]1[CH:11]=[N:10][CH:9]=[N:8]1)=[N+:2]=[N-:3].[CH2:21]([O:24][C:25]1[CH:32]=[CH:31][C:28]([CH:29]=[O:30])=[CH:27][CH:26]=1)[C:22]#[CH:23].O=C1O[C@H]([C@H](CO)O)C([O-])=C1O.[Na+]. The catalyst is CN(C)C=O.O.S([O-])([O-])(=O)=O.[Cu+2]. The product is [F:20][C:14]1[CH:15]=[C:16]([F:19])[CH:17]=[CH:18][C:13]=1[C:5]([OH:12])([CH2:6][N:7]1[CH:11]=[N:10][CH:9]=[N:8]1)[CH2:4][N:1]1[CH:23]=[C:22]([CH2:21][O:24][C:25]2[CH:26]=[CH:27][C:28]([CH:29]=[O:30])=[CH:31][CH:32]=2)[N:3]=[N:2]1. The yield is 0.955. (2) The reactants are [F:1][C:2]([F:28])([F:27])[C:3]1[CH:8]=[CH:7][CH:6]=[CH:5][C:4]=1[S:9]([NH:12][C:13]1[CH:14]=[CH:15][CH:16]=[C:17]2[C:21]=1[NH:20][C:19]([C:22]([O:24][CH2:25][CH3:26])=[O:23])=[CH:18]2)(=[O:11])=[O:10].[C:29](=O)([O-])[O-].[K+].[K+].CI.CCCCCC. The catalyst is CN(C)C=O.C(OCC)(=O)C. The product is [CH3:29][N:12]([S:9]([C:4]1[CH:5]=[CH:6][CH:7]=[CH:8][C:3]=1[C:2]([F:27])([F:1])[F:28])(=[O:11])=[O:10])[C:13]1[CH:14]=[CH:15][CH:16]=[C:17]2[C:21]=1[NH:20][C:19]([C:22]([O:24][CH2:25][CH3:26])=[O:23])=[CH:18]2. The yield is 0.720. (3) The reactants are [CH2:1]([C@@H:8]1[C@@H:12]([CH2:13][CH2:14][CH2:15][CH3:16])[C@H:11]([CH3:17])[O:10][C:9]1=[O:18])[C:2]1[CH:7]=[CH:6][CH:5]=[CH:4][CH:3]=1.[H-].[H-].[H-].[H-].[Li+].[Al+3]. The catalyst is C1COCC1. The product is [CH2:1]([C@H:8]([C@@H:12]([CH2:13][CH2:14][CH2:15][CH3:16])[C@@H:11]([OH:10])[CH3:17])[CH2:9][OH:18])[C:2]1[CH:7]=[CH:6][CH:5]=[CH:4][CH:3]=1. The yield is 0.930. (4) The yield is 0.450. The catalyst is CS(C)=O. The reactants are [N+:1](/[CH:4]=[CH:5]/[C:6]1[CH:18]=[CH:17][C:9]([O:10][C:11]2[CH:16]=[CH:15][CH:14]=[CH:13][N:12]=2)=[CH:8][CH:7]=1)([O-:3])=[O:2].C(O)(=O)C.[BH4-].[Na+]. The product is [N+:1]([CH2:4][CH2:5][C:6]1[CH:18]=[CH:17][C:9]([O:10][C:11]2[CH:16]=[CH:15][CH:14]=[CH:13][N:12]=2)=[CH:8][CH:7]=1)([O-:3])=[O:2]. (5) The reactants are O=C1C2C(=CC=CC=2)C(=O)[N:3]1[O:12][CH2:13][C:14]1[N:15]=[CH:16][N:17]([C:19]([O:21][C:22]([CH3:25])([CH3:24])[CH3:23])=[O:20])[CH:18]=1.C(Cl)Cl.O.NN. The catalyst is C(O)C. The product is [NH2:3][O:12][CH2:13][C:14]1[N:15]=[CH:16][N:17]([C:19]([O:21][C:22]([CH3:25])([CH3:24])[CH3:23])=[O:20])[CH:18]=1. The yield is 0.510. (6) The reactants are [Cl:1][C:2]1[N:3]=[C:4](Cl)[C:5]2[CH2:10][CH2:9][CH:8]([C:11]3[CH:16]=[CH:15][C:14]([F:17])=[CH:13][CH:12]=3)[C:6]=2[N:7]=1.[CH3:19][N:20]([CH3:26])[CH:21]1[CH2:25][CH2:24][NH:23][CH2:22]1. No catalyst specified. The product is [Cl:1][C:2]1[N:3]=[C:4]([N:23]2[CH2:24][CH2:25][CH:21]([N:20]([CH3:26])[CH3:19])[CH2:22]2)[C:5]2[CH2:10][CH2:9][CH:8]([C:11]3[CH:16]=[CH:15][C:14]([F:17])=[CH:13][CH:12]=3)[C:6]=2[N:7]=1. The yield is 0.860. (7) The reactants are [CH3:1][O:2][CH2:3][C:4]([OH:6])=[O:5].C(Cl)(=O)C(Cl)=O.[CH3:13][O:14][C:15]([CH3:20])([CH3:19])[CH2:16][CH2:17]O.N1C=CC=CC=1.Cl. The catalyst is C(Cl)Cl.CN(C)C=O. The product is [CH3:1][O:2][CH2:3][C:4]([O:6][CH2:17][CH2:16][C:15]([O:14][CH3:13])([CH3:20])[CH3:19])=[O:5]. The yield is 0.611. (8) The reactants are [I:1][CH3:2].[CH3:3][C:4]1[O:5][CH2:6][C:7]([CH3:10])([CH3:9])[N:8]=1.O. The catalyst is C1COCC1. The product is [I-:1].[CH3:3][C:4]1[O:5][CH2:6][C:7]([CH3:10])([CH3:9])[N+:8]=1[CH3:2]. The yield is 0.880. (9) The yield is 0.890. The catalyst is C1COCC1. The product is [I:1][C:2]1[C:10]2[C:5](=[N:6][CH:7]=[N:8][C:9]=2[NH:11][C:36](=[O:37])[O:35][C:32]([CH3:34])([CH3:33])[CH3:31])[N:4]([C:12]2[CH:17]=[CH:16][C:15]([N+:18]([O-:20])=[O:19])=[CH:14][N:13]=2)[N:3]=1. The reactants are [I:1][C:2]1[C:10]2[C:5](=[N:6][CH:7]=[N:8][C:9]=2[NH2:11])[N:4]([C:12]2[CH:17]=[CH:16][C:15]([N+:18]([O-:20])=[O:19])=[CH:14][N:13]=2)[N:3]=1.[Li+].C[Si]([N-][Si](C)(C)C)(C)C.[CH3:31][C:32]([O:35][C:36](O[C:36]([O:35][C:32]([CH3:34])([CH3:33])[CH3:31])=[O:37])=[O:37])([CH3:34])[CH3:33]. (10) The yield is 0.703. The catalyst is CC1C=CC=CC=1C.[Cl-].[Na+].O.C(OCC)(=O)C.CC([O-])C.CC([O-])C.CC([O-])C.CC([O-])C.[Ti+4]. The reactants are [Cl:1][C:2]1[C:3]([O:21][CH3:22])=[C:4]([C:9]([CH3:20])([CH3:19])[CH2:10][C:11]([OH:18])([C:14]([F:17])([F:16])[F:15])[CH:12]=O)[CH:5]=[CH:6][C:7]=1[CH3:8].[NH2:23][C:24]1[CH:33]=[CH:32][CH:31]=[C:30]2[C:25]=1[CH:26]=[CH:27][NH:28][C:29]2=[O:34]. The product is [Cl:1][C:2]1[C:3]([O:21][CH3:22])=[C:4]([C:9]([CH3:19])([CH3:20])[CH2:10][C:11]([OH:18])([C:14]([F:17])([F:16])[F:15])[CH:12]=[N:23][C:24]2[CH:33]=[CH:32][CH:31]=[C:30]3[C:25]=2[CH:26]=[CH:27][NH:28][C:29]3=[O:34])[CH:5]=[CH:6][C:7]=1[CH3:8].